From a dataset of Reaction yield outcomes from USPTO patents with 853,638 reactions. Predict the reaction yield, written as a fraction of the theoretical maximum amount of product (1.0 means a 100% yield; for example, 0.34 means a 34% yield). The reactants are [H-].[Al+3].[Li+].[H-].[H-].[H-].[Cl:7][C:8]1[CH:9]=[CH:10][C:11]([C:31](OC)=[O:32])=[C:12]2[C:16]=1[N:15]=[C:14]1[N:17]([C:21]3[C:26]([Cl:27])=[CH:25][C:24]([O:28][CH3:29])=[CH:23][C:22]=3[Cl:30])[CH2:18][CH2:19][CH2:20][N:13]21.O.O.O.O.O.O.O.O.O.O.S([O-])([O-])(=O)=O.[Na+].[Na+].CC(OI1(OC(C)=O)(OC(C)=O)OC(=O)C2C=CC=CC1=2)=O. The catalyst is O1CCCC1.C(#N)C.C(=O)(O)[O-].[Na+].C(OCC)(=O)C.CS(C)=O. The product is [Cl:7][C:8]1[CH:9]=[CH:10][C:11]([CH:31]=[O:32])=[C:12]2[C:16]=1[N:15]=[C:14]1[N:17]([C:21]3[C:22]([Cl:30])=[CH:23][C:24]([O:28][CH3:29])=[CH:25][C:26]=3[Cl:27])[CH2:18][CH2:19][CH2:20][N:13]21. The yield is 0.890.